This data is from Catalyst prediction with 721,799 reactions and 888 catalyst types from USPTO. The task is: Predict which catalyst facilitates the given reaction. (1) The catalyst class is: 10. Reactant: [CH2:1]([O:8][C:9]([N:11]1[CH2:15][C:14](=[O:16])[N:13]=[C:12]1[NH2:17])=[O:10])[C:2]1[CH:7]=[CH:6][CH:5]=[CH:4][CH:3]=1.Br[CH2:19][C:20]1[C:21]([CH3:26])=[CH:22][CH:23]=[CH:24][CH:25]=1.C([O-])([O-])=O.[K+].[K+]. Product: [CH2:1]([O:8][C:9]([N:11]1[CH2:15][C:14](=[O:16])[N:13]=[C:12]1[NH:17][CH2:19][C:20]1[CH:25]=[CH:24][CH:23]=[CH:22][C:21]=1[CH3:26])=[O:10])[C:2]1[CH:7]=[CH:6][CH:5]=[CH:4][CH:3]=1. (2) Reactant: C(OC(=O)[NH:7][C:8]1[CH:13]=[C:12]([CH2:14][CH2:15][C:16]2[CH:21]=[CH:20][CH:19]=[CH:18][C:17]=2[O:22][CH3:23])[CH:11]=[CH:10][N:9]=1)(C)(C)C.FC(F)(F)C(O)=O. Product: [CH3:23][O:22][C:17]1[CH:18]=[CH:19][CH:20]=[CH:21][C:16]=1[CH2:15][CH2:14][C:12]1[CH:11]=[CH:10][N:9]=[C:8]([NH2:7])[CH:13]=1. The catalyst class is: 2. (3) Reactant: [F:1][C:2]([F:21])([F:20])/[CH:3]=[CH:4]/[C:5]([N:7]1[CH2:12][CH2:11][N:10]([C:13]2[CH:18]=[C:17]([CH3:19])[CH:16]=[CH:15][N:14]=2)[CH2:9][CH2:8]1)=O.COC1C=CC(P2(SP(C3C=CC(OC)=CC=3)(=S)S2)=[S:31])=CC=1. Product: [F:1][C:2]([F:21])([F:20])/[CH:3]=[CH:4]/[C:5]([N:7]1[CH2:12][CH2:11][N:10]([C:13]2[CH:18]=[C:17]([CH3:19])[CH:16]=[CH:15][N:14]=2)[CH2:9][CH2:8]1)=[S:31]. The catalyst class is: 1. (4) Reactant: [CH2:1]([C:5]1[N:6]=[C:7]([CH3:27])[NH:8][C:9](=[O:26])[C:10]=1[CH2:11][C:12]1[CH:17]=[CH:16][C:15]([C:18]2[C:19]([C:24]#[N:25])=[CH:20][CH:21]=[CH:22][CH:23]=2)=[CH:14][CH:13]=1)[CH2:2][CH2:3][CH3:4].C(=O)([O-])[O-].[Cs+].[Cs+].Br[CH2:35][C:36]([CH3:47])([CH3:46])[CH2:37][O:38][Si:39]([C:42]([CH3:45])([CH3:44])[CH3:43])([CH3:41])[CH3:40].CN(C)C(=O)C. Product: [CH2:1]([C:5]1[N:6]=[C:7]([CH3:27])[N:8]([CH2:35][C:36]([CH3:47])([CH3:46])[CH2:37][O:38][Si:39]([C:42]([CH3:45])([CH3:44])[CH3:43])([CH3:40])[CH3:41])[C:9](=[O:26])[C:10]=1[CH2:11][C:12]1[CH:17]=[CH:16][C:15]([C:18]2[C:19]([C:24]#[N:25])=[CH:20][CH:21]=[CH:22][CH:23]=2)=[CH:14][CH:13]=1)[CH2:2][CH2:3][CH3:4]. The catalyst class is: 13.